Dataset: Catalyst prediction with 721,799 reactions and 888 catalyst types from USPTO. Task: Predict which catalyst facilitates the given reaction. Reactant: [Cl:1][C:2]1[N:7]=[C:6]([NH:8][NH:9][C:10](=[O:29])[C@H:11]([CH2:23][CH:24]2[CH2:28][CH2:27][CH2:26][CH2:25]2)[CH2:12][N:13]([O:16]C2CCCCO2)[CH:14]=[O:15])[C:5]([F:30])=[C:4]([N:31]([CH2:33][C:34]2[O:35][CH:36]=[CH:37][CH:38]=2)[CH3:32])[N:3]=1. Product: [Cl:1][C:2]1[N:7]=[C:6]([NH:8][NH:9][C:10](=[O:29])[C@H:11]([CH2:23][CH:24]2[CH2:25][CH2:26][CH2:27][CH2:28]2)[CH2:12][N:13]([OH:16])[CH:14]=[O:15])[C:5]([F:30])=[C:4]([N:31]([CH2:33][C:34]2[O:35][CH:36]=[CH:37][CH:38]=2)[CH3:32])[N:3]=1. The catalyst class is: 86.